Task: Regression. Given two drug SMILES strings and cell line genomic features, predict the synergy score measuring deviation from expected non-interaction effect.. Dataset: NCI-60 drug combinations with 297,098 pairs across 59 cell lines Drug 1: CN1CCC(CC1)COC2=C(C=C3C(=C2)N=CN=C3NC4=C(C=C(C=C4)Br)F)OC. Drug 2: C1=C(C(=O)NC(=O)N1)F. Cell line: U251. Synergy scores: CSS=34.4, Synergy_ZIP=-3.58, Synergy_Bliss=-5.73, Synergy_Loewe=-5.47, Synergy_HSA=-4.14.